From a dataset of Forward reaction prediction with 1.9M reactions from USPTO patents (1976-2016). Predict the product of the given reaction. (1) Given the reactants Br[C:2]1[C:10]2[C:9]([N:11]3[CH2:16][CH2:15][CH2:14][CH:13]([CH3:17])[CH2:12]3)=[N:8][CH:7]=[N:6][C:5]=2[N:4]([S:18]([C:21]2[CH:26]=[CH:25][C:24]([CH3:27])=[CH:23][CH:22]=2)(=[O:20])=[O:19])[CH:3]=1.C(N(CC)CC)C.[CH3:35][C:36]1([CH3:43])[C:40]([CH3:42])([CH3:41])[O:39][BH:38][O:37]1, predict the reaction product. The product is: [CH3:27][C:24]1[CH:25]=[CH:26][C:21]([S:18]([N:4]2[C:5]3[N:6]=[CH:7][N:8]=[C:9]([N:11]4[CH2:16][CH2:15][CH2:14][CH:13]([CH3:17])[CH2:12]4)[C:10]=3[C:2]([B:38]3[O:39][C:40]([CH3:42])([CH3:41])[C:36]([CH3:43])([CH3:35])[O:37]3)=[CH:3]2)(=[O:20])=[O:19])=[CH:22][CH:23]=1. (2) Given the reactants [F:1][C:2]1[C:7]([O:8]C)=[CH:6][CH:5]=[CH:4][C:3]=1[C:10]1[C:22]2[C:21]3[C:16](=[CH:17][C:18]([C:23]([N:25]4[CH2:30][CH2:29][N:28]([CH3:31])[CH2:27][CH2:26]4)=[O:24])=[CH:19][CH:20]=3)[NH:15][C:14]=2[C:13]([C:32]([NH2:34])=[O:33])=[CH:12][CH:11]=1.B(Br)(Br)Br.CO, predict the reaction product. The product is: [F:1][C:2]1[C:7]([OH:8])=[CH:6][CH:5]=[CH:4][C:3]=1[C:10]1[C:22]2[C:21]3[C:16](=[CH:17][C:18]([C:23]([N:25]4[CH2:26][CH2:27][N:28]([CH3:31])[CH2:29][CH2:30]4)=[O:24])=[CH:19][CH:20]=3)[NH:15][C:14]=2[C:13]([C:32]([NH2:34])=[O:33])=[CH:12][CH:11]=1. (3) Given the reactants BrBr.[CH3:3][N:4]1[C:8]([CH2:9][O:10][C:11]2[CH:17]=[CH:16][C:14]([NH2:15])=[CH:13][CH:12]=2)=[CH:7][C:6]([CH3:18])=[N:5]1.[S-:19][C:20]#[N:21].[K+].C(=O)([O-])[O-].[K+].[K+], predict the reaction product. The product is: [CH3:3][N:4]1[C:8]([CH2:9][O:10][C:11]2[CH:17]=[CH:16][C:14]3[N:15]=[C:20]([NH2:21])[S:19][C:13]=3[CH:12]=2)=[CH:7][C:6]([CH3:18])=[N:5]1. (4) Given the reactants [CH:1]1([C:4]2[CH:9]=[C:8]([O:10][CH2:11][C:12]3[CH:17]=[CH:16][CH:15]=[CH:14][CH:13]=3)[CH:7]=[CH:6][C:5]=2B(O)O)[CH2:3][CH2:2]1.Br[C:22]1[CH:27]=[CH:26][CH:25]=[C:24]([N:28]2[C:32]([CH3:33])=[CH:31][CH:30]=[C:29]2[CH3:34])[N:23]=1, predict the reaction product. The product is: [CH:1]1([C:4]2[CH:9]=[C:8]([O:10][CH2:11][C:12]3[CH:17]=[CH:16][CH:15]=[CH:14][CH:13]=3)[CH:7]=[CH:6][C:5]=2[C:22]2[CH:27]=[CH:26][CH:25]=[C:24]([N:28]3[C:32]([CH3:33])=[CH:31][CH:30]=[C:29]3[CH3:34])[N:23]=2)[CH2:3][CH2:2]1. (5) The product is: [Cl:12][C:13]1[CH:18]=[CH:17][CH:16]=[C:15]([Cl:19])[C:14]=1[S:20]([N:1]1[C:9]2[C:4](=[CH:5][CH:6]=[CH:7][CH:8]=2)[C:3]([CH:10]=[O:11])=[CH:2]1)(=[O:22])=[O:21]. Given the reactants [NH:1]1[C:9]2[C:4](=[CH:5][CH:6]=[CH:7][CH:8]=2)[C:3]([CH:10]=[O:11])=[CH:2]1.[Cl:12][C:13]1[CH:18]=[CH:17][CH:16]=[C:15]([Cl:19])[C:14]=1[S:20](Cl)(=[O:22])=[O:21].C(N(C(C)C)CC)(C)C.C(=O)([O-])O.[Na+], predict the reaction product. (6) Given the reactants [Br:1]N1C(=O)NC(=O)N(Br)C1=O.[CH:12]1([C:15]2[CH:22]=[CH:21][C:18]([CH:19]=[O:20])=[C:17]([OH:23])[C:16]=2[F:24])[CH2:14][CH2:13]1.S([O-])([O-])(=O)=S.[Na+].[Na+], predict the reaction product. The product is: [Br:1][C:22]1[C:15]([CH:12]2[CH2:13][CH2:14]2)=[C:16]([F:24])[C:17]([OH:23])=[C:18]([CH:21]=1)[CH:19]=[O:20]. (7) Given the reactants [NH2:1][C:2]([CH3:6])([CH3:5])[CH2:3][OH:4].[C:7]1(=O)[O:12][C:10](=[O:11])[C:9]2=[CH:13][CH:14]=[CH:15][CH:16]=[C:8]12, predict the reaction product. The product is: [OH:4][CH2:3][C:2]([N:1]1[C:10](=[O:11])[C:9]2[C:8](=[CH:16][CH:15]=[CH:14][CH:13]=2)[C:7]1=[O:12])([CH3:6])[CH3:5].